This data is from NCI-60 drug combinations with 297,098 pairs across 59 cell lines. The task is: Regression. Given two drug SMILES strings and cell line genomic features, predict the synergy score measuring deviation from expected non-interaction effect. (1) Drug 2: C1C(C(OC1N2C=C(C(=O)NC2=O)F)CO)O. Synergy scores: CSS=53.4, Synergy_ZIP=5.08, Synergy_Bliss=4.96, Synergy_Loewe=-9.39, Synergy_HSA=5.21. Cell line: HCT-15. Drug 1: CC12CCC(CC1=CCC3C2CCC4(C3CC=C4C5=CN=CC=C5)C)O. (2) Drug 1: CC12CCC3C(C1CCC2=O)CC(=C)C4=CC(=O)C=CC34C. Drug 2: C(=O)(N)NO. Cell line: HS 578T. Synergy scores: CSS=49.6, Synergy_ZIP=3.99, Synergy_Bliss=3.72, Synergy_Loewe=-17.3, Synergy_HSA=1.45.